From a dataset of Forward reaction prediction with 1.9M reactions from USPTO patents (1976-2016). Predict the product of the given reaction. (1) Given the reactants [C:1]([O:5][C:6]([N:8]1[CH:13]([C:14]([OH:16])=[O:15])[CH:12]2[CH2:17][CH:9]1[CH2:10][CH2:11]2)=[O:7])([CH3:4])([CH3:3])[CH3:2].CCN(C(C)C)C(C)C.[C:27]([O:31][C:32]([N:34]1[CH2:38][CH2:37][CH2:36][CH:35]1[C:39]1[NH:40][C:41]([C:44]2[CH:57]=[CH:56][C:55]3[C:54]4[C:49](=[CH:50][C:51]([C:58](=[O:61])[CH2:59]Br)=[CH:52][CH:53]=4)[CH2:48][CH2:47][C:46]=3[CH:45]=2)=[CH:42][N:43]=1)=[O:33])([CH3:30])([CH3:29])[CH3:28], predict the reaction product. The product is: [C:1]([O:5][C:6]([N:8]1[CH:13]([C:14]([O:16][CH2:59][C:58]([C:51]2[CH:52]=[CH:53][C:54]3[C:55]4[C:46](=[CH:45][C:44]([C:41]5[NH:40][C:39]([CH:35]6[CH2:36][CH2:37][CH2:38][N:34]6[C:32]([O:31][C:27]([CH3:30])([CH3:29])[CH3:28])=[O:33])=[N:43][CH:42]=5)=[CH:57][CH:56]=4)[CH2:47][CH2:48][C:49]=3[CH:50]=2)=[O:61])=[O:15])[CH:12]2[CH2:17][CH:9]1[CH2:10][CH2:11]2)=[O:7])([CH3:4])([CH3:2])[CH3:3]. (2) Given the reactants [NH2:1][C:2]1[C:3]2[C:10]([C:11]3[CH:16]=[CH:15][C:14]([C@H:17]([NH:23][C:24]4[C:29]([C:30](=[O:41])[NH:31][C@H:32]([C:34]5[CH:39]=[CH:38][C:37]([F:40])=[CH:36][CH:35]=5)[CH3:33])=[CH:28][C:27]([C:42]#[N:43])=[CH:26][N:25]=4)[CH2:18][C:19]([O:21][CH3:22])=[O:20])=[CH:13][CH:12]=3)=[CH:9][N:8](S(C3C=CC=CC=3)(=O)=O)[C:4]=2[N:5]=[CH:6][N:7]=1.C([O-])([O-])=O.[K+].[K+], predict the reaction product. The product is: [NH2:1][C:2]1[C:3]2[C:10]([C:11]3[CH:16]=[CH:15][C:14]([C@H:17]([NH:23][C:24]4[C:29]([C:30](=[O:41])[NH:31][C@H:32]([C:34]5[CH:35]=[CH:36][C:37]([F:40])=[CH:38][CH:39]=5)[CH3:33])=[CH:28][C:27]([C:42]#[N:43])=[CH:26][N:25]=4)[CH2:18][C:19]([O:21][CH3:22])=[O:20])=[CH:13][CH:12]=3)=[CH:9][NH:8][C:4]=2[N:5]=[CH:6][N:7]=1. (3) Given the reactants [CH3:1][NH:2][C:3]([C:5]1[N:6]=[C:7]([C:18]2[CH:23]=[CH:22][CH:21]=[CH:20][CH:19]=2)[S:8][C:9]=1[NH:10]C(OC(C)(C)C)=O)=[O:4].Cl, predict the reaction product. The product is: [CH3:1][NH:2][C:3]([C:5]1[N:6]=[C:7]([C:18]2[CH:23]=[CH:22][CH:21]=[CH:20][CH:19]=2)[S:8][C:9]=1[NH2:10])=[O:4]. (4) The product is: [F:1][C:2]1[CH:3]=[C:4]([N:8]2[C:12]([CH3:13])=[C:11]([CH:14]([NH2:16])[CH3:15])[CH:10]=[N:9]2)[CH:5]=[CH:6][CH:7]=1. Given the reactants [F:1][C:2]1[CH:3]=[C:4]([N:8]2[C:12]([CH3:13])=[C:11]([C:14](=[N:16]O)[CH3:15])[CH:10]=[N:9]2)[CH:5]=[CH:6][CH:7]=1, predict the reaction product. (5) Given the reactants FC(F)(F)C(O)=O.[C:8]([C:10]1[N:11]=[C:12]([C:27]2[CH:32]=[CH:31][C:30]([O:33][CH2:34][CH3:35])=[C:29]([C:36]([F:39])([F:38])[F:37])[CH:28]=2)[C:13]2[CH:18]=[CH:17][N:16]([CH2:19][C:20]([O:22]C(C)(C)C)=[O:21])[C:14]=2[N:15]=1)#[N:9], predict the reaction product. The product is: [C:8]([C:10]1[N:11]=[C:12]([C:27]2[CH:32]=[CH:31][C:30]([O:33][CH2:34][CH3:35])=[C:29]([C:36]([F:39])([F:38])[F:37])[CH:28]=2)[C:13]2[CH:18]=[CH:17][N:16]([CH2:19][C:20]([OH:22])=[O:21])[C:14]=2[N:15]=1)#[N:9].